From a dataset of Retrosynthesis with 50K atom-mapped reactions and 10 reaction types from USPTO. Predict the reactants needed to synthesize the given product. (1) Given the product O=c1cc(N2CCOCC2)oc2c(-c3ccc(N4CCOCC4)cc3)csc12, predict the reactants needed to synthesize it. The reactants are: C1COCCN1.O=c1cc(N2CCOCC2)oc2c(-c3ccc(Cl)cc3)csc12. (2) Given the product CCOc1ccc(Nc2ncc(F)c(Nc3ccc(OC)c(OC)c3)n2)cc1, predict the reactants needed to synthesize it. The reactants are: CCOc1ccc(N)cc1.COc1ccc(Nc2nc(Cl)ncc2F)cc1OC. (3) Given the product CC(C)Oc1ccc(S(C)(=O)=O)cc1C(=O)N1CCc2cc(OCc3ccc(F)cc3)ccc2C1, predict the reactants needed to synthesize it. The reactants are: CC(C)Oc1ccc(S(C)(=O)=O)cc1C(=O)O.Fc1ccc(COc2ccc3c(c2)CCNC3)cc1. (4) Given the product C=CCc1ccc2sc(COc3ccc(F)c(C(N)=O)c3F)nc2c1, predict the reactants needed to synthesize it. The reactants are: CN(C)C=O.NC(=O)c1c(F)ccc(OCc2nc3cc(Br)ccc3s2)c1F.